This data is from CYP3A4 inhibition data for predicting drug metabolism from PubChem BioAssay. The task is: Regression/Classification. Given a drug SMILES string, predict its absorption, distribution, metabolism, or excretion properties. Task type varies by dataset: regression for continuous measurements (e.g., permeability, clearance, half-life) or binary classification for categorical outcomes (e.g., BBB penetration, CYP inhibition). Dataset: cyp3a4_veith. (1) The drug is COc1ccc(-n2nnnc2/C=C\Nc2ccccc2C(=O)c2ccccc2)cc1. The result is 0 (non-inhibitor). (2) The drug is Clc1ccc2ncc(-c3nnnn3-c3ccccc3)c(-c3ccccc3)c2c1. The result is 1 (inhibitor). (3) The drug is Cc1noc(C)c1C(=O)N1CCC[C@@]2(CCN(c3ccccn3)C2)C1. The result is 1 (inhibitor). (4) The result is 0 (non-inhibitor). The molecule is CCn1c(CC(C)C)n[nH]c1=S. (5) The compound is CN(C)CCCNc1cc(O)c2c(c1O)C(=O)c1ccccc1C2=O. The result is 0 (non-inhibitor). (6) The drug is COC(=O)c1ccc(OCC2c3cc(OC)c(OC)cc3CCN2C(=O)C2CC2)cc1. The result is 1 (inhibitor). (7) The compound is O=C(NC1(C(=O)O)CCCC1)c1ccccc1. The result is 0 (non-inhibitor). (8) The molecule is COc1ncc2nc(C)c(=O)n(CCC#N)c2n1. The result is 0 (non-inhibitor). (9) The drug is O[C@H]1C=C2CCN3Cc4cc5c(cc4[C@H]([C@@H]23)[C@H]1O)OCO5. The result is 0 (non-inhibitor). (10) The compound is CC1Cc2ccccc2N1C(=O)C1CCCN(S(=O)(=O)c2cccc3nsnc23)C1. The result is 1 (inhibitor).